Predict the reaction yield, written as a fraction of the theoretical maximum amount of product (1.0 means a 100% yield; for example, 0.34 means a 34% yield). From a dataset of Reaction yield outcomes from USPTO patents with 853,638 reactions. (1) The reactants are [F:1][C:2]([F:11])([F:10])[C:3]1[C:4]([OH:9])=[N:5][CH:6]=[CH:7][CH:8]=1.[N+:12]([O-])([OH:14])=[O:13].OS(O)(=O)=O. No catalyst specified. The product is [N+:12]([C:7]1[CH:8]=[C:3]([C:2]([F:1])([F:10])[F:11])[C:4]([OH:9])=[N:5][CH:6]=1)([O-:14])=[O:13]. The yield is 0.733. (2) The reactants are [Br:1][C:2]1[CH:3]=[C:4]([CH:8]=[C:9]([Br:11])[CH:10]=1)[C:5](O)=[O:6].C([N:19]1[CH:23]=CN=C1)(N1C=CN=C1)=O.[CH3:24][O:25]CN. The catalyst is C(Cl)Cl. The product is [Br:1][C:2]1[CH:3]=[C:4]([CH:8]=[C:9]([Br:11])[CH:10]=1)[C:5]([N:19]([O:25][CH3:24])[CH3:23])=[O:6]. The yield is 0.931. (3) The reactants are [NH2:1][C:2]1[C:3]([C:12]([NH:14][C@H:15]([C:24]([O:26][C:27]([CH3:30])([CH3:29])[CH3:28])=[O:25])[CH2:16][C:17]([O:19][C:20]([CH3:23])([CH3:22])[CH3:21])=[O:18])=[O:13])=[CH:4][C:5]2[C:10]([CH:11]=1)=[CH:9][CH:8]=[CH:7][CH:6]=2.[Cl:31][C:32]1[CH:37]=[C:36]([O:38][C:39]([F:42])([F:41])[F:40])[CH:35]=[C:34]([Cl:43])[C:33]=1[N:44]=[C:45]=[O:46]. The catalyst is N1C=CC=CC=1. The product is [Cl:31][C:32]1[CH:37]=[C:36]([O:38][C:39]([F:41])([F:40])[F:42])[CH:35]=[C:34]([Cl:43])[C:33]=1[NH:44][C:45]([NH:1][C:2]1[C:3]([C:12]([NH:14][C@H:15]([C:24]([O:26][C:27]([CH3:30])([CH3:29])[CH3:28])=[O:25])[CH2:16][C:17]([O:19][C:20]([CH3:22])([CH3:23])[CH3:21])=[O:18])=[O:13])=[CH:4][C:5]2[C:10]([CH:11]=1)=[CH:9][CH:8]=[CH:7][CH:6]=2)=[O:46]. The yield is 0.650. (4) The reactants are CC1(C)[O:7][C:6](=[O:8])[CH2:5][C:4](=[O:9])O1.[CH:11]([NH:14][C:15]1[CH:22]=[CH:21][CH:20]=[CH:19][C:16]=1[CH:17]=O)([CH3:13])[CH3:12].C(O)(=O)C.C(N)CN. The catalyst is CO. The product is [CH:11]([N:14]1[C:15]2[C:16](=[CH:19][CH:20]=[CH:21][CH:22]=2)[CH:17]=[C:5]([C:6]([OH:7])=[O:8])[C:4]1=[O:9])([CH3:13])[CH3:12]. The yield is 0.980. (5) The reactants are [CH2:1]([O:8][C:9]([N:11]1[C@H:16]([CH3:17])[CH2:15][NH:14][C:13](=[O:18])[C@@H:12]1[CH3:19])=[O:10])[C:2]1[CH:7]=[CH:6][CH:5]=[CH:4][CH:3]=1.[H-].[Na+].Br[CH2:23][C:24]1[CH:33]=[C:32]2[C:27]([C:28]([Cl:34])=[CH:29][CH:30]=[N:31]2)=[CH:26][CH:25]=1.C(OCC)(=O)C. The catalyst is C1COCC1.CN(C=O)C. The product is [CH2:1]([O:8][C:9]([N:11]1[C@H:16]([CH3:17])[CH2:15][N:14]([CH2:23][C:24]2[CH:33]=[C:32]3[C:27]([C:28]([Cl:34])=[CH:29][CH:30]=[N:31]3)=[CH:26][CH:25]=2)[C:13](=[O:18])[C@@H:12]1[CH3:19])=[O:10])[C:2]1[CH:3]=[CH:4][CH:5]=[CH:6][CH:7]=1. The yield is 0.830. (6) The reactants are [F:1][C:2]1[C:7]2[CH:8]=[CH:9][O:10][C:6]=2[C:5]([C:11]2[CH:27]=[CH:26][C:14]([O:15][CH2:16][C:17]3[CH:18]=[C:19]([CH:23]=[CH:24][CH:25]=3)[C:20](O)=[O:21])=[CH:13][CH:12]=2)=[CH:4][C:3]=1[F:28].[S:29]1[CH2:33][C@@H:32]([C:34]([OH:36])=[O:35])[NH:31][CH2:30]1. No catalyst specified. The product is [F:1][C:2]1[C:7]2[CH:8]=[CH:9][O:10][C:6]=2[C:5]([C:11]2[CH:12]=[CH:13][C:14]([O:15][CH2:16][C:17]3[CH:18]=[C:19]([CH:23]=[CH:24][CH:25]=3)[C:20]([N:31]3[C@H:32]([C:34]([OH:36])=[O:35])[CH2:33][S:29][CH2:30]3)=[O:21])=[CH:26][CH:27]=2)=[CH:4][C:3]=1[F:28]. The yield is 0.0280. (7) The reactants are [CH3:1][S:2][CH2:3][CH2:4][NH2:5].[Cl:6][C:7]1[CH:12]=[CH:11][C:10]([CH2:13]Cl)=[CH:9][N:8]=1.[H-].[Na+].O. The catalyst is CN(C)C=O. The product is [Cl:6][C:7]1[CH:12]=[CH:11][C:10]([CH2:13][NH:5][CH2:4][CH2:3][S:2][CH3:1])=[CH:9][N:8]=1. The yield is 0.640.